Predict which catalyst facilitates the given reaction. From a dataset of Catalyst prediction with 721,799 reactions and 888 catalyst types from USPTO. (1) Reactant: Cl[CH2:2][CH2:3][CH2:4][O:5][C:6]1[CH:15]=[C:14]2[C:9]([C:10]([O:16][C:17]3[C:18]([CH3:27])=[N:19][C:20]4[C:25]([CH:26]=3)=[CH:24][CH:23]=[CH:22][CH:21]=4)=[CH:11][CH:12]=[N:13]2)=[CH:8][C:7]=1[O:28][CH3:29].C(=O)([O-])[O-].[K+].[K+].Cl.[NH2:37][C:38]([NH2:40])=[NH:39].[H-].[Na+]. Product: [CH3:29][O:28][C:7]1[CH:8]=[C:9]2[C:14](=[CH:15][C:6]=1[O:5][CH2:4][CH2:3][CH2:2][NH:39][C:38]([NH2:40])=[NH:37])[N:13]=[CH:12][CH:11]=[C:10]2[O:16][C:17]1[C:18]([CH3:27])=[N:19][C:20]2[C:25]([CH:26]=1)=[CH:24][CH:23]=[CH:22][CH:21]=2. The catalyst class is: 145. (2) Reactant: [Cl:1][C:2]1[C:3]2[CH:10]=[CH:9][N:8]([C@@H:11]3[O:24][C@H:23]([CH2:25][O:26]C(=O)C4C=CC=CC=4)[C@@H:13]([O:14]C(=O)C4C=CC=CC=4)[C@@H:12]3[F:35])[C:4]=2[N:5]=[CH:6][N:7]=1. Product: [Cl:1][C:2]1[C:3]2[CH:10]=[CH:9][N:8]([C@@H:11]3[O:24][C@H:23]([CH2:25][OH:26])[C@@H:13]([OH:14])[C@@H:12]3[F:35])[C:4]=2[N:5]=[CH:6][N:7]=1. The catalyst class is: 547. (3) Reactant: [Li]C[CH2:3][CH2:4][CH3:5].[N:6]([C:15](OC(C)(C)C)=O)=[N:7][C:8](OC(C)(C)C)=O.[Cl:22][CH:23](C=O)[CH:24]=O.Cl.[C:29]([O-])(O)=O.[Na+].[CH2:34]1[CH2:38][O:37][CH2:36][CH2:35]1. Product: [Cl:22][C:23]1[CH:15]=[N:6][N:7]([C:8]2[C:35]([CH3:29])=[CH:34][C:38]([O:37][CH3:36])=[CH:5][C:4]=2[CH3:3])[CH:24]=1. The catalyst class is: 12. (4) Reactant: Br[CH2:2][CH:3]1[CH2:8][CH2:7][CH2:6][CH2:5][CH2:4]1.C(N(C(C)C)CC)(C)C.[CH3:18][C:19]1[C:24]([NH:25][C:26](=[O:32])[O:27][C:28]([CH3:31])([CH3:30])[CH3:29])=[C:23]([CH3:33])[N:22]=[C:21]([O:34][CH2:35][C:36]([N:38]([CH3:45])[CH:39]2[CH2:44][CH2:43][NH:42][CH2:41][CH2:40]2)=[O:37])[N:20]=1.C(=O)(O)[O-].[Na+]. Product: [CH:3]1([CH2:2][N:42]2[CH2:41][CH2:40][CH:39]([N:38]([CH3:45])[C:36](=[O:37])[CH2:35][O:34][C:21]3[N:20]=[C:19]([CH3:18])[C:24]([NH:25][C:26](=[O:32])[O:27][C:28]([CH3:31])([CH3:29])[CH3:30])=[C:23]([CH3:33])[N:22]=3)[CH2:44][CH2:43]2)[CH2:8][CH2:7][CH2:6][CH2:5][CH2:4]1. The catalyst class is: 9. (5) Reactant: Cl[C:2]1[CH:7]=[CH:6][C:5]([N+:8]([O-:10])=[O:9])=[CH:4][N:3]=1.[F:11][C:12]1[CH:17]=[CH:16][C:15](B(O)O)=[C:14]([CH3:21])[CH:13]=1.C(=O)([O-])[O-].[Na+].[Na+]. Product: [F:11][C:12]1[CH:17]=[CH:16][C:15]([C:2]2[CH:7]=[CH:6][C:5]([N+:8]([O-:10])=[O:9])=[CH:4][N:3]=2)=[C:14]([CH3:21])[CH:13]=1. The catalyst class is: 276. (6) Reactant: [NH:1]1[C:9]2[C:4](=[CH:5][C:6]([CH2:10][CH:11]([O:15][CH2:16][CH2:17][CH3:18])[C:12]([OH:14])=[O:13])=[CH:7][CH:8]=2)[CH:3]=[CH:2]1.[C:19](=O)([O-])O.[Na+].CI. Product: [CH3:19][O:13][C:12](=[O:14])[CH:11]([O:15][CH2:16][CH2:17][CH3:18])[CH2:10][C:6]1[CH:5]=[C:4]2[C:9](=[CH:8][CH:7]=1)[NH:1][CH:2]=[CH:3]2. The catalyst class is: 9.